The task is: Predict the reaction yield, written as a fraction of the theoretical maximum amount of product (1.0 means a 100% yield; for example, 0.34 means a 34% yield).. This data is from Reaction yield outcomes from USPTO patents with 853,638 reactions. The reactants are C(OC(=O)[NH:7][C@H:8]([C:11]1[N:19]([C:20]2[CH:25]=[CH:24][CH:23]=[CH:22][CH:21]=2)[C:14]2=[N:15][CH:16]=[CH:17][CH:18]=[C:13]2[N:12]=1)[CH2:9][CH3:10])(C)(C)C.C(O)(C(F)(F)F)=O. The catalyst is C(Cl)Cl. The product is [C:20]1([N:19]2[C:14]3=[N:15][CH:16]=[CH:17][CH:18]=[C:13]3[N:12]=[C:11]2[C@@H:8]([NH2:7])[CH2:9][CH3:10])[CH:21]=[CH:22][CH:23]=[CH:24][CH:25]=1. The yield is 0.400.